This data is from Reaction yield outcomes from USPTO patents with 853,638 reactions. The task is: Predict the reaction yield, written as a fraction of the theoretical maximum amount of product (1.0 means a 100% yield; for example, 0.34 means a 34% yield). (1) The reactants are [Cl:1][C:2]1[C:11]([O:12][CH2:13][C:14]2[CH:19]=[CH:18][C:17]([O:20][CH3:21])=[CH:16][CH:15]=2)=[C:10]([O:22][CH2:23][C:24]2[CH:29]=[CH:28][C:27]([O:30][CH3:31])=[CH:26][CH:25]=2)[CH:9]=[C:8]2[C:3]=1[C:4](=[O:37])[C:5]([C:34]([OH:36])=O)=[CH:6][N:7]2[CH2:32][CH3:33].CN(C(ON1N=NC2C=CC=NC1=2)=[N+](C)C)C.F[P-](F)(F)(F)(F)F.CCN(C(C)C)C(C)C.[N:71]1([CH2:76][CH2:77][NH2:78])[CH2:75][CH2:74][CH2:73][CH2:72]1. The catalyst is CN(C)C=O. The product is [Cl:1][C:2]1[C:11]([O:12][CH2:13][C:14]2[CH:19]=[CH:18][C:17]([O:20][CH3:21])=[CH:16][CH:15]=2)=[C:10]([O:22][CH2:23][C:24]2[CH:25]=[CH:26][C:27]([O:30][CH3:31])=[CH:28][CH:29]=2)[CH:9]=[C:8]2[C:3]=1[C:4](=[O:37])[C:5]([C:34]([NH:78][CH2:77][CH2:76][N:71]1[CH2:75][CH2:74][CH2:73][CH2:72]1)=[O:36])=[CH:6][N:7]2[CH2:32][CH3:33]. The yield is 0.669. (2) The reactants are FC(F)(F)S(O[C:7]1[CH2:8][CH2:9][N:10]([C:13]([O:15][C:16]([CH3:19])([CH3:18])[CH3:17])=[O:14])[CH2:11][CH:12]=1)(=O)=O.[CH3:22][C:23]1[CH:28]=[C:27](B2OC(C)(C)C(C)(C)O2)[CH:26]=[C:25]([CH3:38])[C:24]=1[OH:39].C(=O)([O-])[O-].[K+].[K+].CN(C)C=O.ClCCl. No catalyst specified. The product is [OH:39][C:24]1[C:25]([CH3:38])=[CH:26][C:27]([C:7]2[CH2:8][CH2:9][N:10]([C:13]([O:15][C:16]([CH3:19])([CH3:18])[CH3:17])=[O:14])[CH2:11][CH:12]=2)=[CH:28][C:23]=1[CH3:22]. The yield is 0.821.